From a dataset of Reaction yield outcomes from USPTO patents with 853,638 reactions. Predict the reaction yield, written as a fraction of the theoretical maximum amount of product (1.0 means a 100% yield; for example, 0.34 means a 34% yield). (1) The reactants are [CH2:1](Br)[C:2]1[CH:7]=[CH:6][CH:5]=[CH:4][CH:3]=1.[N:9]1([CH2:14][C:15]([N:17]2[CH2:21][C@@H:20]([NH2:22])[CH2:19][C@H:18]2[C:23]([NH:25][C:26]2[CH:31]=[CH:30][C:29]([O:32][C:33]3[CH:38]=[CH:37][C:36]([F:39])=[CH:35][CH:34]=3)=[CH:28][CH:27]=2)=[O:24])=[O:16])[CH:13]=[N:12][CH:11]=[N:10]1.CN(C=O)C.C([O-])([O-])=O.[K+].[K+]. The catalyst is Cl. The yield is 0.220. The product is [N:9]1([CH2:14][C:15]([N:17]2[CH2:21][C@@H:20]([NH:22][CH2:1][C:2]3[CH:7]=[CH:6][CH:5]=[CH:4][CH:3]=3)[CH2:19][C@H:18]2[C:23]([NH:25][C:26]2[CH:27]=[CH:28][C:29]([O:32][C:33]3[CH:34]=[CH:35][C:36]([F:39])=[CH:37][CH:38]=3)=[CH:30][CH:31]=2)=[O:24])=[O:16])[CH:13]=[N:12][CH:11]=[N:10]1. (2) The reactants are [NH2:1][C:2]1[CH:6]=[C:5]([C:7]([N:9]([O:11][CH3:12])[CH3:10])=[O:8])[NH:4][N:3]=1.[CH3:13][C:14](=O)[CH2:15][CH2:16][C:17](=O)[CH3:18]. The catalyst is O.C1(C)C=CC(S(O)(=O)=O)=CC=1.C1(C)C=CC=CC=1. The product is [CH3:18][C:17]1[N:1]([C:2]2[CH:6]=[C:5]([C:7]([N:9]([O:11][CH3:12])[CH3:10])=[O:8])[NH:4][N:3]=2)[C:14]([CH3:13])=[CH:15][CH:16]=1. The yield is 0.650.